From a dataset of Forward reaction prediction with 1.9M reactions from USPTO patents (1976-2016). Predict the product of the given reaction. Given the reactants F[C:2]1[CH:7]=[CH:6][C:5]([N+:8]([O-:10])=[O:9])=[CH:4][CH:3]=1.[C:11]1([O-:17])[CH:16]=[CH:15][CH:14]=[CH:13][CH:12]=1.[Na+], predict the reaction product. The product is: [O:17]([C:2]1[CH:7]=[CH:6][C:5]([N+:8]([O-:10])=[O:9])=[CH:4][CH:3]=1)[C:11]1[CH:16]=[CH:15][CH:14]=[CH:13][CH:12]=1.